Dataset: Catalyst prediction with 721,799 reactions and 888 catalyst types from USPTO. Task: Predict which catalyst facilitates the given reaction. (1) Reactant: [CH3:1][N:2]1[CH:6]=[C:5]([S:7](=[O:16])(=[O:15])[NH:8][C@@H:9]([CH3:14])[C:10]([F:13])([F:12])[F:11])[CH:4]=[C:3]1[C:17]([O:19]C)=O.[NH2:21][C:22]1[C:23]([F:31])=[C:24]([C:27]([F:30])=[CH:28][CH:29]=1)[C:25]#[N:26].C[Si]([N-][Si](C)(C)C)(C)C.[Li+].C1(C)C=CC=CC=1. Product: [C:25]([C:24]1[C:23]([F:31])=[C:22]([NH:21][C:17]([C:3]2[N:2]([CH3:1])[CH:6]=[C:5]([S:7](=[O:15])(=[O:16])[NH:8][C@@H:9]([CH3:14])[C:10]([F:11])([F:12])[F:13])[CH:4]=2)=[O:19])[CH:29]=[CH:28][C:27]=1[F:30])#[N:26]. The catalyst class is: 1. (2) Reactant: Cl.Cl.[NH2:3][C:4]1[NH:5][C:6]2[NH:7][CH2:8][CH:9]([CH:15]([OH:19])[CH:16]([OH:18])[CH3:17])[NH:10][C:11]=2[C:12](=[O:14])[N:13]=1.[C:20](O[C:20](=[O:24])[CH2:21][CH2:22][CH3:23])(=[O:24])[CH2:21][CH2:22][CH3:23]. Product: [NH2:3][C:4]1[NH:5][C:6]2[NH:7][CH2:8][CH:9]([CH:15]([OH:19])[CH:16]([OH:18])[CH3:17])[N:10]([C:20](=[O:24])[CH2:21][CH2:22][CH3:23])[C:11]=2[C:12](=[O:14])[N:13]=1. The catalyst class is: 341.